From a dataset of Reaction yield outcomes from USPTO patents with 853,638 reactions. Predict the reaction yield, written as a fraction of the theoretical maximum amount of product (1.0 means a 100% yield; for example, 0.34 means a 34% yield). (1) The reactants are [Cl:1][C:2]1[CH:7]=[CH:6][C:5]([C:8](=O)[CH2:9][C:10]([C:12]2[CH:17]=[CH:16][C:15]([CH:18]3[O:23][CH2:22][CH2:21][N:20]([C:24]([O:26][C:27]([CH3:30])([CH3:29])[CH3:28])=[O:25])[CH2:19]3)=[CH:14][CH:13]=2)=O)=[CH:4][CH:3]=1.O.[NH2:33][NH2:34]. The catalyst is C(O)C. The product is [Cl:1][C:2]1[CH:7]=[CH:6][C:5]([C:8]2[NH:34][N:33]=[C:10]([C:12]3[CH:17]=[CH:16][C:15]([CH:18]4[O:23][CH2:22][CH2:21][N:20]([C:24]([O:26][C:27]([CH3:30])([CH3:29])[CH3:28])=[O:25])[CH2:19]4)=[CH:14][CH:13]=3)[CH:9]=2)=[CH:4][CH:3]=1. The yield is 0.890. (2) The reactants are Cl[C:2]1[N:3]=[C:4]([NH:18][CH3:19])[C:5]2[CH2:10][CH2:9][CH:8]([C:11]3[CH:16]=[CH:15][C:14]([F:17])=[CH:13][CH:12]=3)[C:6]=2[N:7]=1.[Cl:20][C:21]1[N:22]=[CH:23][N:24]([C:26]2[CH:32]=[CH:31][C:29]([NH2:30])=[CH:28][C:27]=2[O:33][CH3:34])[CH:25]=1. The catalyst is C1COCC1.C(O)(=O)C. The product is [Cl:20][C:21]1[N:22]=[CH:23][N:24]([C:26]2[CH:32]=[CH:31][C:29]([NH:30][C:2]3[N:3]=[C:4]([NH:18][CH3:19])[C:5]4[CH2:10][CH2:9][CH:8]([C:11]5[CH:16]=[CH:15][C:14]([F:17])=[CH:13][CH:12]=5)[C:6]=4[N:7]=3)=[CH:28][C:27]=2[O:33][CH3:34])[CH:25]=1. The yield is 0.404. (3) The reactants are [C:1]([C:5]1[N:6]=[C:7]([CH:10](O)[CH2:11][C:12]2[CH:17]=[CH:16][N:15]=[C:14]([NH:18][C:19](=[O:25])[O:20][C:21]([CH3:24])([CH3:23])[CH3:22])[CH:13]=2)[S:8][CH:9]=1)([CH3:4])([CH3:3])[CH3:2].C(N(CC)CC)C.CS(Cl)(=O)=O.N12CCCN=C1CCCCC2. The catalyst is O1CCCC1. The product is [C:1]([C:5]1[N:6]=[C:7](/[CH:10]=[CH:11]/[C:12]2[CH:17]=[CH:16][N:15]=[C:14]([NH:18][C:19](=[O:25])[O:20][C:21]([CH3:24])([CH3:23])[CH3:22])[CH:13]=2)[S:8][CH:9]=1)([CH3:4])([CH3:2])[CH3:3]. The yield is 0.720. (4) The product is [CH:1]1([CH2:4][NH:5][N:6]2[C:15]3[C:10](=[CH:11][CH:12]=[CH:13][CH:14]=3)[C:9]([OH:16])=[C:8]([C:17]3[NH:22][C:21]4[CH:23]=[CH:24][C:25]([O:30][CH2:35][C:36]#[N:37])=[C:26]([N+:27]([O-:29])=[O:28])[C:20]=4[S:19](=[O:32])(=[O:31])[N:18]=3)[C:7]2=[O:33])[CH2:2][CH2:3]1. The reactants are [CH:1]1([CH2:4][NH:5][N:6]2[C:15]3[C:10](=[CH:11][CH:12]=[CH:13][CH:14]=3)[C:9]([OH:16])=[C:8]([C:17]3[NH:22][C:21]4[CH:23]=[CH:24][C:25]([OH:30])=[C:26]([N+:27]([O-:29])=[O:28])[C:20]=4[S:19](=[O:32])(=[O:31])[N:18]=3)[C:7]2=[O:33])[CH2:3][CH2:2]1.Br[CH2:35][C:36]#[N:37].C(=O)([O-])[O-].[K+].[K+]. The yield is 0.600. The catalyst is CN(C)C=O.[I-].C([N+](CCCC)(CCCC)CCCC)CCC. (5) The reactants are N12CCCN=C1CCCCC2.[Br:12][C:13]1[CH:14]=[C:15]2[C:20](=[CH:21][CH:22]=1)[CH:19]([C:23]([O:25][CH2:26][CH3:27])=[O:24])[N:18](S(C1C=CC=CC=1)(=O)=O)[CH2:17][CH2:16]2.O. The catalyst is C1(C)C=CC=CC=1. The product is [Br:12][C:13]1[CH:14]=[C:15]2[C:20](=[CH:21][CH:22]=1)[C:19]([C:23]([O:25][CH2:26][CH3:27])=[O:24])=[N:18][CH:17]=[CH:16]2. The yield is 0.590.